Dataset: Full USPTO retrosynthesis dataset with 1.9M reactions from patents (1976-2016). Task: Predict the reactants needed to synthesize the given product. Given the product [Br:1][C:2]1[CH:11]=[C:6]2[C:5](=[CH:4][CH:3]=1)[NH:12][C:13](=[O:21])[CH:14]([C:15]1[CH:20]=[CH:19][CH:18]=[CH:17][N:16]=1)[C:7]2=[O:9], predict the reactants needed to synthesize it. The reactants are: [Br:1][C:2]1[CH:3]=[CH:4][C:5]([NH:12][C:13](=[O:21])[CH2:14][C:15]2[CH:20]=[CH:19][CH:18]=[CH:17][N:16]=2)=[C:6]([CH:11]=1)[C:7]([O:9]C)=O.CO[Na].